This data is from Full USPTO retrosynthesis dataset with 1.9M reactions from patents (1976-2016). The task is: Predict the reactants needed to synthesize the given product. Given the product [O:7]=[C:6]1[C:8]2[CH:9]=[CH:10][CH:11]=[CH:12][C:13]=2[CH2:14][CH2:3][CH2:4][CH:5]1[C:15]([O:16][CH3:17])=[O:18], predict the reactants needed to synthesize it. The reactants are: [H-].[Na+].[CH2:3]1[CH2:14][C:13]2[C:8](=[CH:9][CH:10]=[CH:11][CH:12]=2)[C:6](=[O:7])[CH2:5][CH2:4]1.[C:15](=O)([O:18]C)[O:16][CH3:17].